From a dataset of Forward reaction prediction with 1.9M reactions from USPTO patents (1976-2016). Predict the product of the given reaction. (1) Given the reactants [CH2:1]([N:8]1[C:16]2[C:11](=[C:12]([NH:17][C:18]([C:20]3[N:24]4[CH:25]=[CH:26][C:27]([CH:29]=[CH2:30])=[CH:28][C:23]4=[N:22][CH:21]=3)=[O:19])[CH:13]=[CH:14][CH:15]=2)[CH:10]=[N:9]1)[C:2]1[CH:7]=[CH:6][CH:5]=[CH:4][CH:3]=1.C[N+]1([O-])CCOCC1.[OH2:39].CC(C)=O.[OH2:44], predict the reaction product. The product is: [CH2:1]([N:8]1[C:16]2[C:11](=[C:12]([NH:17][C:18]([C:20]3[N:24]4[CH:25]=[CH:26][C:27]([CH:29]([OH:44])[CH2:30][OH:39])=[CH:28][C:23]4=[N:22][CH:21]=3)=[O:19])[CH:13]=[CH:14][CH:15]=2)[CH:10]=[N:9]1)[C:2]1[CH:3]=[CH:4][CH:5]=[CH:6][CH:7]=1. (2) Given the reactants [N:1]1[C:10]2[C:5](=[CH:6][CH:7]=[CH:8][CH:9]=2)[CH:4]=[CH:3][C:2]=1[N:11]1[C:15](=[O:16])[C:14](=[C:17]([NH:19][NH:20][C:21](=[O:32])[C:22]2[CH:27]=[CH:26][C:25]([C:28]([O:30]C)=[O:29])=[CH:24][CH:23]=2)[CH3:18])[C:13]([CH3:33])=[N:12]1.[OH-].[Na+].Cl, predict the reaction product. The product is: [N:1]1[C:10]2[C:5](=[CH:6][CH:7]=[CH:8][CH:9]=2)[CH:4]=[CH:3][C:2]=1[N:11]1[C:15](=[O:16])[C:14](=[C:17]([NH:19][NH:20][C:21](=[O:32])[C:22]2[CH:23]=[CH:24][C:25]([C:28]([OH:30])=[O:29])=[CH:26][CH:27]=2)[CH3:18])[C:13]([CH3:33])=[N:12]1.